From a dataset of Reaction yield outcomes from USPTO patents with 853,638 reactions. Predict the reaction yield, written as a fraction of the theoretical maximum amount of product (1.0 means a 100% yield; for example, 0.34 means a 34% yield). (1) The reactants are [NH:1]1[C:9]2[C:4](=[CH:5][C:6]([NH:10][C:11]3[CH:16]=[CH:15][N:14]=[C:13]([C:17]4[CH:18]=[C:19]([CH:25]=[CH:26][CH:27]=4)[O:20][CH2:21][C:22](O)=[O:23])[N:12]=3)=[CH:7][CH:8]=2)[CH:3]=[N:2]1.[C:28]([O:32][C:33]([N:35]1[CH2:39][CH2:38][CH:37]([NH2:40])[CH2:36]1)=[O:34])([CH3:31])([CH3:30])[CH3:29].CN(C(ON1N=NC2C=CC=NC1=2)=[N+](C)C)C.F[P-](F)(F)(F)(F)F.CCN(CC)CC. The catalyst is CN(C=O)C.O. The product is [NH:1]1[C:9]2[C:4](=[CH:5][C:6]([NH:10][C:11]3[CH:16]=[CH:15][N:14]=[C:13]([C:17]4[CH:18]=[C:19]([CH:25]=[CH:26][CH:27]=4)[O:20][CH2:21][C:22]([NH:40][C@H:37]4[CH2:38][CH2:39][N:35]([C:33]([O:32][C:28]([CH3:31])([CH3:29])[CH3:30])=[O:34])[CH2:36]4)=[O:23])[N:12]=3)=[CH:7][CH:8]=2)[CH:3]=[N:2]1. The yield is 0.500. (2) The reactants are [NH:1]=[C:2]1[C:11]2[N:10]=[CH:9][CH:8]=[CH:7][C:6]=2[CH:5]=[CH:4][N:3]1[NH2:12].CC1C=C(C)C=C(C)C=1S([O-])(=O)=O.[OH-].[Na+].[OH:28][CH2:29][C:30](OC)=O. The catalyst is CCO. The product is [N:1]1[C:30]([CH2:29][OH:28])=[N:12][N:3]2[C:2]=1[C:11]1[N:10]=[CH:9][CH:8]=[CH:7][C:6]=1[CH:5]=[CH:4]2. The yield is 0.490. (3) The catalyst is C1COCC1.O. The yield is 1.00. The product is [C:1]([N:5]1[CH:28]([OH:29])[C:8]2[C:7](=[CH:12][CH:11]=[C:10]([CH3:13])[CH:9]=2)[C:6]1=[O:14])([CH3:4])([CH3:3])[CH3:2]. The reactants are [C:1]([NH:5][C:6](=[O:14])[C:7]1[CH:12]=[CH:11][C:10]([CH3:13])=[CH:9][CH:8]=1)([CH3:4])([CH3:3])[CH3:2].C([Li])(CC)C.C1CCCCC1.CN(C)[CH:28]=[O:29]. (4) The reactants are [H-].[Na+].[CH3:3][C:4]1[C:12]2[C:7](=[N:8][CH:9]=[N:10][C:11]=2[NH2:13])[NH:6][N:5]=1.[Br:14][C:15]1[C:22]([O:23][CH2:24][CH3:25])=[C:21]([CH:26](Cl)[CH3:27])[CH:20]=[C:19]([Cl:29])[C:16]=1[C:17]#[N:18]. The catalyst is CN(C)C=O.C(Cl)Cl. The product is [NH2:13][C:11]1[N:10]=[CH:9][N:8]=[C:7]2[N:6]([CH:26]([C:21]3[CH:20]=[C:19]([Cl:29])[C:16]([C:17]#[N:18])=[C:15]([Br:14])[C:22]=3[O:23][CH2:24][CH3:25])[CH3:27])[N:5]=[C:4]([CH3:3])[C:12]=12. The yield is 0.600. (5) The reactants are [CH3:1][N:2]1[CH2:7][CH2:6][N:5]([C:8]2[CH:9]=[C:10]([CH:15]=[C:16]([N+:18]([O-])=O)[CH:17]=2)[C:11]([O:13]C)=[O:12])[CH2:4][CH2:3]1.[OH-].[Na+]. The catalyst is CO.[Pd]. The product is [NH2:18][C:16]1[CH:15]=[C:10]([CH:9]=[C:8]([N:5]2[CH2:6][CH2:7][N:2]([CH3:1])[CH2:3][CH2:4]2)[CH:17]=1)[C:11]([OH:13])=[O:12]. The yield is 0.850. (6) The reactants are [C:1]([O:5][C:6]([N:8]1[CH2:13][CH2:12][CH:11]([OH:14])[CH2:10][CH2:9]1)=[O:7])([CH3:4])([CH3:3])[CH3:2].C(N(CC)CC)C.[CH3:22][S:23](Cl)(=[O:25])=[O:24]. The catalyst is ClCCl. The product is [C:1]([O:5][C:6]([N:8]1[CH2:13][CH2:12][CH:11]([O:14][S:23]([CH3:22])(=[O:25])=[O:24])[CH2:10][CH2:9]1)=[O:7])([CH3:4])([CH3:2])[CH3:3]. The yield is 0.800. (7) The reactants are [F:1][C:2]1[CH:7]=[C:6](I)[CH:5]=[CH:4][C:3]=1[N:9]1[CH:14]=[C:13]([O:15][CH3:16])[C:12](=[O:17])[C:11]([C:18]2[N:22]([C:23]3[CH:28]=[CH:27][CH:26]=[CH:25][CH:24]=3)[N:21]=[CH:20][CH:19]=2)=[N:10]1.[CH3:29][C:30]1([CH3:36])[CH2:34][NH:33][C:32](=[O:35])[CH2:31]1.N[C@@H]1CCCC[C@H]1N.[O-]P([O-])([O-])=O.[K+].[K+].[K+].C([O-])(O)=O.[Na+]. The catalyst is O1CCOCC1.[Cu]I. The product is [CH3:29][C:30]1([CH3:36])[CH2:34][N:33]([C:6]2[CH:5]=[CH:4][C:3]([N:9]3[CH:14]=[C:13]([O:15][CH3:16])[C:12](=[O:17])[C:11]([C:18]4[N:22]([C:23]5[CH:28]=[CH:27][CH:26]=[CH:25][CH:24]=5)[N:21]=[CH:20][CH:19]=4)=[N:10]3)=[C:2]([F:1])[CH:7]=2)[C:32](=[O:35])[CH2:31]1. The yield is 0.600.